Predict the reactants needed to synthesize the given product. From a dataset of Full USPTO retrosynthesis dataset with 1.9M reactions from patents (1976-2016). (1) Given the product [CH2:16]([O:18][C:19]1[CH:24]=[CH:23][C:22]([C:2]#[C:1][C:3]2[CH:15]=[CH:14][C:6]3[O:7][CH2:8][C:9]([CH3:12])([CH3:13])[CH2:10][O:11][C:5]=3[CH:4]=2)=[CH:21][CH:20]=1)[CH3:17], predict the reactants needed to synthesize it. The reactants are: [C:1]([C:3]1[CH:15]=[CH:14][C:6]2[O:7][CH2:8][C:9]([CH3:13])([CH3:12])[CH2:10][O:11][C:5]=2[CH:4]=1)#[CH:2].[CH2:16]([O:18][C:19]1[CH:24]=[CH:23][C:22](I)=[CH:21][CH:20]=1)[CH3:17]. (2) Given the product [Cl:11][C:10]1[CH:9]=[CH:8][C:7]([NH:12][C:13](=[O:24])[C:14]2[CH:19]=[C:18]([O:20][CH3:21])[CH:17]=[C:16]([O:22][CH3:23])[CH:15]=2)=[CH:6][C:5]=1[C:3]1[CH:2]=[N:31][C:26]2[C:25]([N:32]=1)=[CH:30][CH:29]=[CH:28][CH:27]=2, predict the reactants needed to synthesize it. The reactants are: Br[CH2:2][C:3]([C:5]1[CH:6]=[C:7]([NH:12][C:13](=[O:24])[C:14]2[CH:19]=[C:18]([O:20][CH3:21])[CH:17]=[C:16]([O:22][CH3:23])[CH:15]=2)[CH:8]=[CH:9][C:10]=1[Cl:11])=O.[C:25]1([NH2:32])[CH:30]=[CH:29][CH:28]=[CH:27][C:26]=1[NH2:31].CCN(C(C)C)C(C)C. (3) Given the product [CH3:12][O:11][C:7]1[C:3]2[C:4](=[O:6])[O:5][C:13]([NH:14][CH3:15])=[N:1][C:2]=2[CH:10]=[CH:9][CH:8]=1, predict the reactants needed to synthesize it. The reactants are: [NH2:1][C:2]1[CH:10]=[CH:9][CH:8]=[C:7]([O:11][CH3:12])[C:3]=1[C:4]([OH:6])=[O:5].[CH3:13][N:14]=[C:15]=O.Cl.CN(C)CCCN=C=NCC.C(N(CC)CC)C. (4) Given the product [CH3:8][C:6]1[CH:7]=[C:2]([O:34][C:31]2[CH:30]=[CH:29][C:28]([O:21][C:22]3[CH:27]=[CH:26][CH:25]=[CH:24][CH:23]=3)=[CH:33][CH:32]=2)[CH:3]=[C:4]([CH3:12])[C:5]=1[C:9](=[O:11])[CH3:10], predict the reactants needed to synthesize it. The reactants are: Cl[C:2]1[CH:7]=[C:6]([CH3:8])[C:5]([C:9](=[O:11])[CH3:10])=[C:4]([CH3:12])[CH:3]=1.[O-]P([O-])([O-])=O.[K+].[K+].[K+].[O:21]([C:28]1[CH:33]=[CH:32][C:31]([OH:34])=[CH:30][CH:29]=1)[C:22]1[CH:27]=[CH:26][CH:25]=[CH:24][CH:23]=1. (5) Given the product [CH3:1][O:2][C:3](=[O:20])[C:4]([CH3:19])([CH3:18])[CH:5]=[CH2:6], predict the reactants needed to synthesize it. The reactants are: [CH3:1][O:2][C:3](=[O:20])[C:4]([CH3:19])([CH3:18])[CH:5](OS(C1C=CC(C)=CC=1)(=O)=O)[CH3:6]. (6) Given the product [CH:32]([OH:34])=[O:33].[CH2:18]([N:10]1[C:11]2[CH:16]=[CH:15][N:14]=[CH:13][C:12]=2[N:17]=[C:9]1[C:4]1[C:5]([NH2:8])=[N:6][CH:7]=[C:2]([C:23]2[NH:24][C:25]3[C:30]([CH:31]=2)=[CH:29][CH:28]=[CH:27][CH:26]=3)[N:3]=1)[CH3:19], predict the reactants needed to synthesize it. The reactants are: Br[C:2]1[N:3]=[C:4]([C:9]2[N:10]([CH2:18][CH3:19])[C:11]3[CH:16]=[CH:15][N:14]=[CH:13][C:12]=3[N:17]=2)[C:5]([NH2:8])=[N:6][CH:7]=1.B([C:23]1[N:24]([C:32]([O:34]C(C)(C)C)=[O:33])[C:25]2[C:30]([CH:31]=1)=[CH:29][CH:28]=[CH:27][CH:26]=2)(O)O.C([O-])([O-])=O.[K+].[K+]. (7) Given the product [Si:7]([O:8][CH2:9][CH:10]([CH2:12][O:13][C:14]1[CH:15]=[CH:16][C:17]([O:20][C:21]([F:24])([F:22])[F:23])=[CH:18][CH:19]=1)[CH2:11][OH:29])([C:3]([CH3:4])([CH3:6])[CH3:5])([CH3:25])[CH3:26], predict the reactants needed to synthesize it. The reactants are: II.[C:3]([Si:7]([CH3:26])([CH3:25])[O:8][CH2:9][C:10]([CH2:12][O:13][C:14]1[CH:19]=[CH:18][C:17]([O:20][C:21]([F:24])([F:23])[F:22])=[CH:16][CH:15]=1)=[CH2:11])([CH3:6])([CH3:5])[CH3:4].[BH4-].[Na+].[OH:29]O.[OH-].[Na+]. (8) Given the product [Br:13][C:14]1[C:23]2[CH2:2][CH2:1][C:19](=[O:21])[C:18]=2[CH:17]=[N:16][CH:15]=1, predict the reactants needed to synthesize it. The reactants are: [CH:1](NC(C)C)(C)[CH3:2].C([Li])CCC.[Br:13][C:14]1[CH:15]=[N:16][CH:17]=[C:18]([CH:23]=1)[C:19]([O:21]C)=O.C(OC)(=O)C=C. (9) Given the product [Cl:23][C:21]1[C:5]2[O:6][C:7]3[C:16]([CH3:17])=[CH:15][C:14]([C:18]([OH:20])=[O:19])=[CH:13][C:8]=3[S:9](=[O:11])(=[O:12])[CH2:10][C:4]=2[CH:3]=[C:2]([NH:1][CH3:24])[CH:22]=1, predict the reactants needed to synthesize it. The reactants are: [NH2:1][C:2]1[CH:22]=[C:21]([Cl:23])[C:5]2[O:6][C:7]3[C:16]([CH3:17])=[CH:15][C:14]([C:18]([OH:20])=[O:19])=[CH:13][C:8]=3[S:9](=[O:12])(=[O:11])[CH2:10][C:4]=2[CH:3]=1.[CH3:24][O-].[Na+].C=O.[BH4-].[Na+].[OH-].[K+]. (10) Given the product [Si:28]([O:13][C@H:11]1[CH2:12][N:8]([C:6]([O:5][C:1]([CH3:4])([CH3:3])[CH3:2])=[O:7])[C@H:9]([C:14]([O:16][CH3:17])=[O:15])[CH2:10]1)([C:31]([CH3:34])([CH3:33])[CH3:32])([CH3:30])[CH3:29], predict the reactants needed to synthesize it. The reactants are: [C:1]([O:5][C:6]([N:8]1[CH2:12][C@H:11]([OH:13])[CH2:10][C@H:9]1[C:14]([O:16][CH3:17])=[O:15])=[O:7])([CH3:4])([CH3:3])[CH3:2].CN(C=O)C.N1C=CN=C1.[Si:28](Cl)([C:31]([CH3:34])([CH3:33])[CH3:32])([CH3:30])[CH3:29].